This data is from Reaction yield outcomes from USPTO patents with 853,638 reactions. The task is: Predict the reaction yield, written as a fraction of the theoretical maximum amount of product (1.0 means a 100% yield; for example, 0.34 means a 34% yield). (1) The reactants are [Cl:1][C:2]1[CH:7]=[C:6]([Cl:8])[CH:5]=[CH:4][C:3]=1[N:9]1[C:17]2[CH2:16][CH2:15][N:14]([N:18]3[CH2:23][CH2:22][CH2:21][CH2:20][CH2:19]3)[C:13](=[O:24])[C:12]=2[C:11]([CH3:25])=[CH:10]1.C1C(=O)N([Br:33])C(=O)C1.O. The catalyst is CN(C=O)C. The product is [Br:33][C:10]1[N:9]([C:3]2[CH:4]=[CH:5][C:6]([Cl:8])=[CH:7][C:2]=2[Cl:1])[C:17]2[CH2:16][CH2:15][N:14]([N:18]3[CH2:19][CH2:20][CH2:21][CH2:22][CH2:23]3)[C:13](=[O:24])[C:12]=2[C:11]=1[CH3:25]. The yield is 0.400. (2) The reactants are [OH:1][C:2]1[CH:3]=[C:4]([CH:8]=[CH:9][CH:10]=1)[C:5]([OH:7])=O.Cl.CN(C)CCCN=C=NCC.C(N(CC)C(C)C)(C)C.O.ON1C2C=CC=CC=2N=N1.[NH:43]1[CH2:48][CH2:47][O:46][CH2:45][CH2:44]1. The catalyst is CN(C)C=O.O. The product is [OH:1][C:2]1[CH:3]=[C:4]([C:5]([N:43]2[CH2:48][CH2:47][O:46][CH2:45][CH2:44]2)=[O:7])[CH:8]=[CH:9][CH:10]=1. The yield is 0.470. (3) The reactants are [S:1]1[C:5]2[CH:6]=[CH:7][CH:8]=[CH:9][C:4]=2[N:3]=[C:2]1[N:10]1[C:14](=[O:15])[CH:13]=[C:12]([C:16]2[CH:21]=[CH:20][CH:19]=[C:18]([CH3:22])[CH:17]=2)[NH:11]1.CO[CH:25](OC)[N:26]([CH3:28])[CH3:27]. The catalyst is C1COCC1. The product is [S:1]1[C:5]2[CH:6]=[CH:7][CH:8]=[CH:9][C:4]=2[N:3]=[C:2]1[N:10]1[C:14](=[O:15])[C:13](=[CH:25][N:26]([CH3:28])[CH3:27])[C:12]([C:16]2[CH:21]=[CH:20][CH:19]=[C:18]([CH3:22])[CH:17]=2)=[N:11]1. The yield is 0.910. (4) The reactants are [Cl:1][C:2]1[CH:11]=[CH:10][C:5]([C:6]([O:8]C)=[O:7])=[CH:4][C:3]=1[C:12]([C:15]#[N:16])([CH3:14])[CH3:13].[OH-].[Li+].CO.O. The catalyst is O1CCCC1. The product is [Cl:1][C:2]1[CH:11]=[CH:10][C:5]([C:6]([OH:8])=[O:7])=[CH:4][C:3]=1[C:12]([C:15]#[N:16])([CH3:14])[CH3:13]. The yield is 0.990. (5) The reactants are [CH2:1]([N:8]1[CH2:12][C@@H:11]([C:13]2[CH:18]=[CH:17][CH:16]=[CH:15][CH:14]=2)[C@H:10]([NH:19][CH3:20])[CH2:9]1)[C:2]1[CH:7]=[CH:6][CH:5]=[CH:4][CH:3]=1.CCN(CC)CC.[CH3:40][C:39]([O:38][C:36](O[C:36]([O:38][C:39]([CH3:42])([CH3:41])[CH3:40])=[O:37])=[O:37])([CH3:42])[CH3:41]. The catalyst is C(Cl)Cl. The product is [C:39]([O:38][C:36](=[O:37])[N:19]([C@H:10]1[C@H:11]([C:13]2[CH:18]=[CH:17][CH:16]=[CH:15][CH:14]=2)[CH2:12][N:8]([CH2:1][C:2]2[CH:7]=[CH:6][CH:5]=[CH:4][CH:3]=2)[CH2:9]1)[CH3:20])([CH3:40])([CH3:41])[CH3:42]. The yield is 0.760. (6) The reactants are [Cl:1][CH2:2][CH2:3][CH2:4][O:5][C:6]1[CH:15]=[C:14]2[C:9]([C:10]([NH:16][C:17]3[NH:21][N:20]=[C:19]([CH2:22][C:23]([OH:25])=O)[CH:18]=3)=[N:11][CH:12]=[N:13]2)=[CH:8][C:7]=1[O:26][CH3:27].[F:28][C:29]1[CH:30]=[C:31]([CH:33]=[CH:34][CH:35]=1)[NH2:32].Cl.CN(C)CCCN=C=NCC.OC1C=CC=C[N+]=1[O-].C(N(C(C)C)CC)(C)C. The catalyst is CN(C)C=O. The product is [Cl:1][CH2:2][CH2:3][CH2:4][O:5][C:6]1[CH:15]=[C:14]2[C:9]([C:10]([NH:16][C:17]3[NH:21][N:20]=[C:19]([CH2:22][C:23]([NH:32][C:31]4[CH:33]=[CH:34][CH:35]=[C:29]([F:28])[CH:30]=4)=[O:25])[CH:18]=3)=[N:11][CH:12]=[N:13]2)=[CH:8][C:7]=1[O:26][CH3:27]. The yield is 0.460. (7) The reactants are [Cl:1][C:2]1[CH:3]=[CH:4][C:5]2[CH2:6][NH:7][CH2:8][C@@H:9]([C:13]3[CH:18]=[CH:17][CH:16]=[CH:15][CH:14]=3)[O:10][C:11]=2[N:12]=1.C(O[C:22]1(O[Si](C)(C)C)[CH2:24][CH2:23]1)C.C(O)(=O)C.C([BH3-])#N.[Na+]. The catalyst is CO. The product is [Cl:1][C:2]1[CH:3]=[CH:4][C:5]2[CH2:6][N:7]([CH:22]3[CH2:24][CH2:23]3)[CH2:8][C@@H:9]([C:13]3[CH:18]=[CH:17][CH:16]=[CH:15][CH:14]=3)[O:10][C:11]=2[N:12]=1. The yield is 0.780.